From a dataset of Full USPTO retrosynthesis dataset with 1.9M reactions from patents (1976-2016). Predict the reactants needed to synthesize the given product. (1) Given the product [CH2:1]([N:8]1[CH2:13][CH2:12][N:11]([S:29]([C:20]2[CH:21]=[CH:22][C:23]3[C:28](=[CH:27][CH:26]=[CH:25][CH:24]=3)[CH:19]=2)(=[O:31])=[O:30])[CH:10]([CH2:14][C:15]([O:17][CH3:18])=[O:16])[CH2:9]1)[C:2]1[CH:3]=[CH:4][CH:5]=[CH:6][CH:7]=1, predict the reactants needed to synthesize it. The reactants are: [CH2:1]([N:8]1[CH2:13][CH2:12][NH:11][CH:10]([CH2:14][C:15]([O:17][CH3:18])=[O:16])[CH2:9]1)[C:2]1[CH:7]=[CH:6][CH:5]=[CH:4][CH:3]=1.[CH:19]1[C:28]2[C:23](=[CH:24][CH:25]=[CH:26][CH:27]=2)[CH:22]=[CH:21][C:20]=1[S:29](Cl)(=[O:31])=[O:30]. (2) Given the product [NH2:7][C:8]1[C:12]([CH2:13][C:14]2[CH:19]=[CH:18][CH:17]=[C:16]([Cl:20])[C:15]=2[Cl:21])=[C:11]([OH:22])[N:10]([CH3:23])[N:9]=1, predict the reactants needed to synthesize it. The reactants are: C(OC(=O)[NH:7][C:8]1[C:12]([CH2:13][C:14]2[CH:19]=[CH:18][CH:17]=[C:16]([Cl:20])[C:15]=2[Cl:21])=[C:11]([OH:22])[N:10]([CH3:23])[N:9]=1)(C)(C)C.C([O-])([O-])=O.[Na+].[Na+]. (3) Given the product [OH2:4].[NH2:6][C:7]1[NH:8][C:9](=[O:25])[C:10]2[N:11]=[CH:12][N:13]([CH:16]3[CH2:20][CH:19]([OH:21])[CH:18]([CH2:22][OH:23])[C:17]3=[CH2:24])[C:14]=2[N:15]=1, predict the reactants needed to synthesize it. The reactants are: CN(C)C=[O:4].[NH2:6][C:7]1[NH:8][C:9](=[O:25])[C:10]2[N:11]=[CH:12][N:13]([CH:16]3[CH2:20][CH:19]([OH:21])[CH:18]([CH2:22][OH:23])[C:17]3=[CH2:24])[C:14]=2[N:15]=1. (4) Given the product [F:1][C:2]1[C:7]([I:20])=[C:6]([O:8][CH3:9])[CH:5]=[CH:4][C:3]=1[CH:10]1[O:11][CH2:12][CH2:13][O:14]1, predict the reactants needed to synthesize it. The reactants are: [F:1][C:2]1[CH:7]=[C:6]([O:8][CH3:9])[CH:5]=[CH:4][C:3]=1[CH:10]1[O:14][CH2:13][CH2:12][O:11]1.[Li]CCCC.[I:20]I. (5) Given the product [NH2:54][C@@H:50]([CH:51]([CH3:53])[CH3:52])[C:49]([NH:48][C@@H:46]([CH3:47])[C:45]([NH:44][C:41]1[CH:40]=[CH:39][C:38]([C:36]2[CH2:37][CH:31]3[CH:30]=[N:29][C:28]4[CH:63]=[C:24]([O:23][CH2:22][CH2:21][CH2:20][O:19][C:14]5[C:15]([O:17][CH3:18])=[CH:16][C:9]6[C:8](=[O:66])[N:7]7[CH:67]=[C:4]([CH:1]8[CH2:3][CH2:2]8)[CH2:5][CH:6]7[CH:12]=[N:11][C:10]=6[CH:13]=5)[C:25]([O:64][CH3:65])=[CH:26][C:27]=4[C:33](=[O:34])[N:32]3[CH:35]=2)=[CH:43][CH:42]=1)=[O:62])=[O:61], predict the reactants needed to synthesize it. The reactants are: [CH:1]1([C:4]2[CH2:5][CH:6]3[CH:12]=[N:11][C:10]4[CH:13]=[C:14]([O:19][CH2:20][CH2:21][CH2:22][O:23][C:24]5[C:25]([O:64][CH3:65])=[CH:26][C:27]6[C:33](=[O:34])[N:32]7[CH:35]=[C:36]([C:38]8[CH:43]=[CH:42][C:41]([NH:44][C:45](=[O:62])[C@@H:46]([NH:48][C:49](=[O:61])[C@@H:50]([NH:54]C(=O)OCC=C)[CH:51]([CH3:53])[CH3:52])[CH3:47])=[CH:40][CH:39]=8)[CH2:37][CH:31]7[CH:30]=[N:29][C:28]=6[CH:63]=5)[C:15]([O:17][CH3:18])=[CH:16][C:9]=4[C:8](=[O:66])[N:7]3[CH:67]=2)[CH2:3][CH2:2]1.N1CCCC1. (6) Given the product [Br:21][C:20]([Br:24])=[CH:26][CH2:27][CH:28]1[CH2:32][CH2:31][CH2:30][N:29]1[C:33]([O:35][C:36]([CH3:37])([CH3:39])[CH3:38])=[O:34], predict the reactants needed to synthesize it. The reactants are: C1(P(C2C=CC=CC=2)C2C=CC=CC=2)C=CC=CC=1.[C:20]([Br:24])(Br)(Br)[Br:21].O=[CH:26][CH2:27][CH:28]1[CH2:32][CH2:31][CH2:30][N:29]1[C:33]([O:35][C:36]([CH3:39])([CH3:38])[CH3:37])=[O:34].